From a dataset of Forward reaction prediction with 1.9M reactions from USPTO patents (1976-2016). Predict the product of the given reaction. (1) Given the reactants [C:1]1([CH:7]([C:20]2[CH:25]=[CH:24][CH:23]=[CH:22][CH:21]=2)[CH2:8][CH2:9][NH:10][C:11](=[O:19])[C:12]2[CH:17]=[CH:16][CH:15]=[N:14][C:13]=2F)[CH:6]=[CH:5][CH:4]=[CH:3][CH:2]=1.[CH3:26][S:27]([CH2:30][CH2:31][NH2:32])(=[O:29])=[O:28], predict the reaction product. The product is: [C:1]1([CH:7]([C:20]2[CH:25]=[CH:24][CH:23]=[CH:22][CH:21]=2)[CH2:8][CH2:9][NH:10][C:11](=[O:19])[C:12]2[CH:17]=[CH:16][CH:15]=[N:14][C:13]=2[NH:32][CH2:31][CH2:30][S:27]([CH3:26])(=[O:29])=[O:28])[CH:6]=[CH:5][CH:4]=[CH:3][CH:2]=1. (2) The product is: [CH3:1][C:2]1[C:3]([C:18]([F:19])([F:21])[F:20])=[CH:4][C:5]2[NH:9][C:8](=[O:10])[N:7]([CH:11]3[CH2:12][CH2:13][N:14]([C:23]4([C:24]#[N:25])[CH2:27][CH2:33][O:28][CH2:29][CH2:26]4)[CH2:15][CH2:16]3)[C:6]=2[CH:17]=1. Given the reactants [CH3:1][C:2]1[C:3]([C:18]([F:21])([F:20])[F:19])=[CH:4][C:5]2[NH:9][C:8](=[O:10])[N:7]([CH:11]3[CH2:16][CH2:15][NH:14][CH2:13][CH2:12]3)[C:6]=2[CH:17]=1.O[C:23]([CH3:27])([CH3:26])[C:24]#[N:25].[O:28]1[CH2:33]CC(=O)C[CH2:29]1.[O-]S([O-])(=O)=O.[Mg+2], predict the reaction product. (3) The product is: [F:38][C:37]([F:40])([F:39])[C:42]([OH:41])=[O:47].[CH:17]([N:15]([CH3:16])[C@@H:12]1[CH2:13][CH2:14][C@H:9]([N:6]2[CH2:7][CH2:8][C@@H:4]([CH2:3][C:2](=[N:43][O:41][CH3:42])[C:31]3[CH:36]=[CH:35][CH:34]=[C:33]([C:37]([F:38])([F:40])[F:39])[CH:32]=3)[C:5]2=[O:30])[C@H:10]([CH2:20][S:21]([C:24]2[CH:29]=[CH:28][CH:27]=[CH:26][CH:25]=2)(=[O:23])=[O:22])[CH2:11]1)([CH3:18])[CH3:19]. Given the reactants O=[C:2]([C:31]1[CH:36]=[CH:35][CH:34]=[C:33]([C:37]([F:40])([F:39])[F:38])[CH:32]=1)[CH2:3][C@@H:4]1[CH2:8][CH2:7][N:6]([C@H:9]2[CH2:14][CH2:13][C@@H:12]([N:15]([CH:17]([CH3:19])[CH3:18])[CH3:16])[CH2:11][C@H:10]2[CH2:20][S:21]([C:24]2[CH:29]=[CH:28][CH:27]=[CH:26][CH:25]=2)(=[O:23])=[O:22])[C:5]1=[O:30].[O:41]([NH2:43])[CH3:42].Cl.CC([O-])=[O:47].[Na+], predict the reaction product. (4) Given the reactants Br[C:2]1[S:6][C:5]([CH2:7][N:8]([CH3:16])[C:9](=[O:15])[O:10][C:11]([CH3:14])([CH3:13])[CH3:12])=[CH:4][C:3]=1[S:17]([C:20]1[CH:21]=[N:22][CH:23]=[CH:24][CH:25]=1)(=[O:19])=[O:18].[Cl:26][C:27]1[C:32](B(O)O)=[CH:31][CH:30]=[CH:29][N:28]=1.C(=O)([O-])[O-].[Na+].[Na+].COCCOC, predict the reaction product. The product is: [Cl:26][C:27]1[C:32]([C:2]2[S:6][C:5]([CH2:7][N:8]([CH3:16])[C:9](=[O:15])[O:10][C:11]([CH3:14])([CH3:13])[CH3:12])=[CH:4][C:3]=2[S:17]([C:20]2[CH:21]=[N:22][CH:23]=[CH:24][CH:25]=2)(=[O:19])=[O:18])=[CH:31][CH:30]=[CH:29][N:28]=1.